This data is from Catalyst prediction with 721,799 reactions and 888 catalyst types from USPTO. The task is: Predict which catalyst facilitates the given reaction. Reactant: [NH:1]1[C:11]2=[C:12]3[C:7](=[CH:8][CH:9]=[CH:10]2)[CH:6]=[CH:5][CH2:4][N:3]3[C:2]1=[O:13].CC(C)([O-])C.[K+].C1COCC1.[CH2:25](Br)[C:26]1[CH:31]=[CH:30][CH:29]=[CH:28][CH:27]=1. Product: [CH2:25]([N:1]1[C:11]2=[C:12]3[C:7](=[CH:8][CH:9]=[CH:10]2)[CH:6]=[CH:5][CH2:4][N:3]3[C:2]1=[O:13])[C:26]1[CH:31]=[CH:30][CH:29]=[CH:28][CH:27]=1. The catalyst class is: 3.